From a dataset of Reaction yield outcomes from USPTO patents with 853,638 reactions. Predict the reaction yield, written as a fraction of the theoretical maximum amount of product (1.0 means a 100% yield; for example, 0.34 means a 34% yield). (1) The reactants are [F:1][C:2]1[CH:7]=[CH:6][C:5]([C@:8]2([CH2:29][CH2:30][C:31]([OH:33])=O)[O:13][C:12](=[O:14])[N:11]([C@H:15]([C:17]3[CH:22]=[CH:21][C:20]([O:23][CH2:24][C:25]([F:28])([F:27])[F:26])=[CH:19][CH:18]=3)[CH3:16])[CH2:10][CH2:9]2)=[CH:4][CH:3]=1.C1C=CC2N(O)N=[N:40]C=2C=1.CCN=C=NCCCN(C)C.Cl.CCN(C(C)C)C(C)C.Cl. The catalyst is C(Cl)Cl. The product is [F:1][C:2]1[CH:7]=[CH:6][C:5]([C@:8]2([CH2:29][CH2:30][C:31]([NH2:40])=[O:33])[O:13][C:12](=[O:14])[N:11]([C@H:15]([C:17]3[CH:22]=[CH:21][C:20]([O:23][CH2:24][C:25]([F:28])([F:27])[F:26])=[CH:19][CH:18]=3)[CH3:16])[CH2:10][CH2:9]2)=[CH:4][CH:3]=1. The yield is 0.150. (2) The reactants are Br[C:2]1[CH:10]=[CH:9][C:5]([N:6]([CH3:8])[CH3:7])=[C:4]([F:11])[CH:3]=1.C(B(CC)[C:15]1[CH:20]=[CH:19][N:18]=[CH:17][CH:16]=1)C.[OH-].[K+].C(OCC)(=O)C. The catalyst is [Br-].C([N+](CCCC)(CCCC)CCCC)CCC.O1CCCC1.[Cl-].[Na+].O. The product is [F:11][C:4]1[CH:3]=[C:2]([C:15]2[CH:20]=[CH:19][N:18]=[CH:17][CH:16]=2)[CH:10]=[CH:9][C:5]=1[N:6]([CH3:8])[CH3:7]. The yield is 0.440. (3) The reactants are [F:1][C:2]1[CH:7]=[C:6]([CH2:8]O)[CH:5]=[C:4]([NH:10][CH2:11][C:12]2[CH:17]=[CH:16][C:15]([O:18][CH3:19])=[CH:14][CH:13]=2)[N:3]=1.C(N(CC)CC)C.CS(Cl)(=O)=O.[CH:32]([C:35]1[C:40](=[O:41])[NH:39][C:38](=[O:42])[NH:37][C:36]=1[O:43][C:44]1[CH:45]=[C:46]([CH:51]=[CH:52][C:53]#[N:54])[CH:47]=[C:48]([CH3:50])[CH:49]=1)([CH3:34])[CH3:33].C(=O)([O-])[O-].[K+].[K+].[I-].[Li+]. The catalyst is C(Cl)(Cl)Cl.ClCCl.CN(C=O)C. The product is [F:1][C:2]1[CH:7]=[C:6]([CH2:8][N:37]2[C:36]([O:43][C:44]3[CH:45]=[C:46]([CH:51]=[CH:52][C:53]#[N:54])[CH:47]=[C:48]([CH3:50])[CH:49]=3)=[C:35]([CH:32]([CH3:34])[CH3:33])[C:40](=[O:41])[NH:39][C:38]2=[O:42])[CH:5]=[C:4]([NH:10][CH2:11][C:12]2[CH:17]=[CH:16][C:15]([O:18][CH3:19])=[CH:14][CH:13]=2)[N:3]=1. The yield is 0.460. (4) The reactants are [CH3:1][C:2]1[CH:7]=[CH:6][C:5]([S:8]([N:11]([C@H:16]([C:41]([OH:43])=O)[CH2:17][CH2:18][CH2:19][CH2:20][NH:21][C:22]([C@@H:24]([NH:32][S:33]([C:36]2[S:40][CH:39]=[CH:38][CH:37]=2)(=[O:35])=[O:34])[CH2:25][C:26]2[CH:31]=[CH:30][CH:29]=[CH:28][CH:27]=2)=[O:23])[CH2:12][CH:13]([CH3:15])[CH3:14])(=[O:10])=[O:9])=[CH:4][CH:3]=1.C1C([N+:50]([O-])=O)=CC=C(O)C=1.C1CCC(N=C=NC2CCCCC2)CC1.N. The catalyst is CCOC(C)=O.C(O)C. The product is [CH3:1][C:2]1[CH:7]=[CH:6][C:5]([S:8]([N:11]([C@H:16]([C:41]([NH2:50])=[O:43])[CH2:17][CH2:18][CH2:19][CH2:20][NH:21][C:22]([C@@H:24]([NH:32][S:33]([C:36]2[S:40][CH:39]=[CH:38][CH:37]=2)(=[O:34])=[O:35])[CH2:25][C:26]2[CH:27]=[CH:28][CH:29]=[CH:30][CH:31]=2)=[O:23])[CH2:12][CH:13]([CH3:15])[CH3:14])(=[O:10])=[O:9])=[CH:4][CH:3]=1. The yield is 0.110. (5) The reactants are C1C=C(Cl)C=C(C(OO)=[O:9])C=1.[CH2:12]([N:14]1[C:20]2[N:21]=[CH:22][C:23]([CH2:25][CH2:26][O:27][C:28]3[C:37]4[C:32](=[CH:33][CH:34]=[CH:35][CH:36]=4)[N:31]=[CH:30][CH:29]=3)=[CH:24][C:19]=2[C:18](=[O:38])[NH:17][C:16]2[C:39]([CH3:43])=[CH:40][CH:41]=[N:42][C:15]1=2)[CH3:13]. The catalyst is C(Cl)Cl. The product is [CH2:12]([N:14]1[C:20]2[N:21]=[CH:22][C:23]([CH2:25][CH2:26][O:27][C:28]3[C:37]4[C:32](=[CH:33][CH:34]=[CH:35][CH:36]=4)[N+:31]([O-:9])=[CH:30][CH:29]=3)=[CH:24][C:19]=2[C:18](=[O:38])[NH:17][C:16]2[C:39]([CH3:43])=[CH:40][CH:41]=[N:42][C:15]1=2)[CH3:13]. The yield is 0.680. (6) The reactants are [C:1]([O:5][C:6]([N:8]([CH:21]([CH3:23])[CH3:22])[CH2:9][C@H:10]([C:14]1[CH:19]=[CH:18][C:17]([Cl:20])=[CH:16][CH:15]=1)[C:11](O)=[O:12])=[O:7])([CH3:4])([CH3:3])[CH3:2].Cl.C(N=C=NCCCN(C)C)C.C1C=CC2N(O)N=NC=2C=1.O.C(N(CC)CC)C.[F:54][C:55]1[CH:60]=[CH:59][C:58]([C:61]2[C:62]([N:70]3[CH2:75][CH2:74][NH:73][CH2:72][CH2:71]3)=[C:63]3[CH:69]=[CH:68][NH:67][C:64]3=[N:65][CH:66]=2)=[CH:57][CH:56]=1. The catalyst is C(Cl)Cl. The product is [Cl:20][C:17]1[CH:18]=[CH:19][C:14]([C@H:10]([C:11]([N:73]2[CH2:74][CH2:75][N:70]([C:62]3[C:61]([C:58]4[CH:59]=[CH:60][C:55]([F:54])=[CH:56][CH:57]=4)=[CH:66][N:65]=[C:64]4[NH:67][CH:68]=[CH:69][C:63]=34)[CH2:71][CH2:72]2)=[O:12])[CH2:9][N:8]([CH:21]([CH3:23])[CH3:22])[C:6](=[O:7])[O:5][C:1]([CH3:4])([CH3:3])[CH3:2])=[CH:15][CH:16]=1. The yield is 0.400. (7) The reactants are Br[C:2]1[N:3]=[C:4]([C:23]2[O:24][C:25]([C:28]3[CH:33]=[CH:32][CH:31]=[CH:30][CH:29]=3)=[N:26][N:27]=2)[C:5]([N:8]([C:16]([O:18][C:19]([CH3:22])([CH3:21])[CH3:20])=[O:17])[C:9](=[O:15])[O:10][C:11]([CH3:14])([CH3:13])[CH3:12])=[N:6][CH:7]=1.N1C=CC=[CH:36][CH:35]=1.C(B1OB(C=C)OB(C=C)O1)=C.C([O-])([O-])=O.[K+].[K+]. The catalyst is C1(C)C=CC=CC=1.C(O)C.C1C=CC([P]([Pd]([P](C2C=CC=CC=2)(C2C=CC=CC=2)C2C=CC=CC=2)([P](C2C=CC=CC=2)(C2C=CC=CC=2)C2C=CC=CC=2)[P](C2C=CC=CC=2)(C2C=CC=CC=2)C2C=CC=CC=2)(C2C=CC=CC=2)C2C=CC=CC=2)=CC=1. The product is [C:11]([O:10][C:9]([N:8]([C:5]1[C:4]([C:23]2[O:24][C:25]([C:28]3[CH:33]=[CH:32][CH:31]=[CH:30][CH:29]=3)=[N:26][N:27]=2)=[N:3][C:2]([CH:35]=[CH2:36])=[CH:7][N:6]=1)[C:16](=[O:17])[O:18][C:19]([CH3:22])([CH3:21])[CH3:20])=[O:15])([CH3:14])([CH3:13])[CH3:12]. The yield is 1.00. (8) The reactants are S1[CH2:6][CH:5]=[C:4]([C:7]2[CH:12]=[C:11]([F:13])[C:10]([C:14]3[N:19]=[C:18]([C:20]([O:22][CH3:23])=[O:21])[CH:17]=[CH:16][C:15]=3[F:24])=[C:9]([F:25])[CH:8]=2)[CH2:3][CH2:2]1.O[O:27][S:28]([O-:30])=O.[K+]. The catalyst is C(Cl)Cl. The product is [O:27]=[S:28]1(=[O:30])[CH2:2][CH:3]=[C:4]([C:7]2[CH:12]=[C:11]([F:13])[C:10]([C:14]3[N:19]=[C:18]([C:20]([O:22][CH3:23])=[O:21])[CH:17]=[CH:16][C:15]=3[F:24])=[C:9]([F:25])[CH:8]=2)[CH2:5][CH2:6]1. The yield is 1.00. (9) The product is [F:51][CH:25]([F:24])[O:26][C:27]1[CH:50]=[CH:49][C:30]([CH2:31][N:32]2[CH2:36][CH2:35][N:34]([C:37]3[S:38][C:39]([C:43]([OH:45])=[O:44])=[C:40]([CH3:42])[N:41]=3)[C:33]2=[O:48])=[CH:29][CH:28]=1. The yield is 0.880. No catalyst specified. The reactants are CC1N=C(N2CCN(C3C=CC=CC=3)C2=O)SC=1C(OCC)=O.[F:24][CH:25]([F:51])[O:26][C:27]1[CH:50]=[CH:49][C:30]([CH2:31][N:32]2[CH2:36][CH2:35][N:34]([C:37]3[S:38][C:39]([C:43]([O:45]CC)=[O:44])=[C:40]([CH3:42])[N:41]=3)[C:33]2=[O:48])=[CH:29][CH:28]=1. (10) The reactants are [N:1]1[CH:6]=[CH:5][CH:4]=[CH:3][C:2]=1[CH3:7].C([Li])CCC.[CH3:13][O:14][C:15]1[CH:16]=[C:17]2[C:22](=[CH:23][C:24]=1[O:25][CH3:26])[N:21]=[CH:20][CH:19]=[C:18]2[O:27][C:28]1[CH:35]=[CH:34][C:33]([O:36][CH3:37])=[CH:32][C:29]=1[CH:30]=[O:31].[Cl-].[NH4+]. The catalyst is O1CCCC1. The product is [CH3:13][O:14][C:15]1[CH:16]=[C:17]2[C:22](=[CH:23][C:24]=1[O:25][CH3:26])[N:21]=[CH:20][CH:19]=[C:18]2[O:27][C:28]1[CH:35]=[CH:34][C:33]([O:36][CH3:37])=[CH:32][C:29]=1[CH:30]([OH:31])[CH2:7][C:2]1[CH:3]=[CH:4][CH:5]=[CH:6][N:1]=1. The yield is 0.290.